From a dataset of Full USPTO retrosynthesis dataset with 1.9M reactions from patents (1976-2016). Predict the reactants needed to synthesize the given product. Given the product [CH:13]([N:12]1[C:8]2[CH:7]=[C:6]([CH:4]=[O:5])[CH:17]=[CH:16][C:9]=2[N:10]=[N:11]1)([CH3:15])[CH3:14], predict the reactants needed to synthesize it. The reactants are: CON(C)[C:4]([C:6]1[CH:17]=[CH:16][C:9]2[N:10]=[N:11][N:12]([CH:13]([CH3:15])[CH3:14])[C:8]=2[CH:7]=1)=[O:5].CC(C[AlH]CC(C)C)C.